From a dataset of Antibody paratope prediction from SAbDab with 1,023 antibody chains. Token-level Classification. Given an antibody amino acid sequence, predict which amino acid positions are active in antigen binding. Output is a list of indices for active paratope positions. (1) Given the antibody sequence: EVQFVQSGAEVKKPGASVRVSCEASGYSFTDYVLQWIRQAPGQRPEWMGWIKPERGAVSYAPQFQGRLTLTRDLYTETAYMHFKNLRSDDTAIYYCARGVRRDASWWLQFWGQGTLVTVSS, which amino acid positions are active in antigen binding (paratope)? The paratope positions are: [52, 83, 84, 85, 104, 105, 106, 107]. (2) Given the antibody sequence: EVQLVESGGGLVQPGGSLRLSCAASGFNISSYSMHWVRQAPGKGLEWVASIYPYSGYTYYADSVKGRFTISADTSKNTAYLQMNSLRAEDTAVYYCARYVYHALDYWGQGTLVTVSS, which amino acid positions are active in antigen binding (paratope)? The paratope positions are: [52, 83, 84, 85]. (3) Given the antibody sequence: DTVLTQSPASLAVSLGQRATISCRASESVDYYGKSFMNWFQQKPGQPPKLLIYAASNQGSGVPARFSGSGSGTDFSLHIHPMEEDDSAMYFCQQSKEVPWTFGGGTKLEIK, which amino acid positions are active in antigen binding (paratope)? The paratope positions are: [30, 31, 32, 33]. (4) Given the antibody sequence: DVVMTQTPLSLSVSLGDQASISCRSSQSLVHSNGNTYLHWYLQKPGQSPKLLIYKVSNRFSGVPDRLSGSGSGTDFTLKISRVEAEDLAVYFCSQSTHVPPTFGGGTKLELK, which amino acid positions are active in antigen binding (paratope)? The paratope positions are: [30, 31, 32, 33, 34].